This data is from Reaction yield outcomes from USPTO patents with 853,638 reactions. The task is: Predict the reaction yield, written as a fraction of the theoretical maximum amount of product (1.0 means a 100% yield; for example, 0.34 means a 34% yield). (1) The reactants are Cl.[C@@H:2]12[CH:7]([CH2:8][NH:9][C:10]3[C:15]([C:16]4[CH:21]=[CH:20][C:19]([O:22][C:23]5[CH:28]=[CH:27][CH:26]=[CH:25][CH:24]=5)=[CH:18][CH:17]=4)=[C:14]([NH2:29])[N:13]=[CH:12][N:11]=3)[C@@H:6]1[CH2:5][NH:4][CH2:3]2.N1C=CC=CC=1.[C:36](Cl)(=[O:39])[CH:37]=[CH2:38].C(Cl)Cl. No catalyst specified. The product is [NH2:29][C:14]1[N:13]=[CH:12][N:11]=[C:10]([NH:9][CH2:8][CH:7]2[C@@H:6]3[C@H:2]2[CH2:3][N:4]([C:36](=[O:39])[CH:37]=[CH2:38])[CH2:5]3)[C:15]=1[C:16]1[CH:17]=[CH:18][C:19]([O:22][C:23]2[CH:24]=[CH:25][CH:26]=[CH:27][CH:28]=2)=[CH:20][CH:21]=1. The yield is 0.00600. (2) The reactants are C([O:14][C:15]([C:17]1([O:20]/[N:21]=[C:22](/[C:72]2[N:73]=[C:74]([NH:77]C(OC(C)(C)C)=O)[S:75][CH:76]=2)\[C:23]([NH:25][C@@H:26]2[C:29](=[O:30])[N:28]([S:31]([OH:34])(=[O:33])=[O:32])[C@@H:27]2[CH2:35][N:36]2[N:40]=[C:39]([CH:41]([N:43](C(OC(C)(C)C)=O)/[C:44](=[N:57]/C(OC(C)(C)C)=O)/[NH:45][CH2:46][CH2:47][CH2:48][NH:49]C(=O)OC(C)(C)C)[CH3:42])[CH:38]=[N:37]2)=[O:24])[CH2:19][CH2:18]1)=[O:16])(C1C=CC=CC=1)C1C=CC=CC=1.C(O)(C(F)(F)F)=O. The catalyst is C(Cl)Cl. The product is [NH2:49][CH2:48][CH2:47][CH2:46][NH:45][C:44](=[NH:57])[NH:43][CH:41]([C:39]1[CH:38]=[N:37][N:36]([CH2:35][C@@H:27]2[C@H:26]([NH:25][C:23](=[O:24])/[C:22](=[N:21]\[O:20][C:17]3([C:15]([OH:16])=[O:14])[CH2:19][CH2:18]3)/[C:72]3[N:73]=[C:74]([NH2:77])[S:75][CH:76]=3)[C:29](=[O:30])[N:28]2[S:31]([OH:34])(=[O:32])=[O:33])[N:40]=1)[CH3:42]. The yield is 0.390. (3) The reactants are [C:1]1([N:7]2[CH:11]=[CH:10][CH:9]=[N:8]2)[CH:6]=[CH:5][CH:4]=[CH:3][CH:2]=1.[Li]CCCC.[B:17](OC(C)C)([O:22]C(C)C)[O:18]C(C)C.Cl. The catalyst is C1COCC1. The product is [C:1]1([N:7]2[C:11]([B:17]([OH:22])[OH:18])=[CH:10][CH:9]=[N:8]2)[CH:2]=[CH:3][CH:4]=[CH:5][CH:6]=1. The yield is 0.760. (4) The reactants are C(N(CC)CC)C.I[C:9]1[CH:14]=[CH:13][C:12]([I:15])=[CH:11][CH:10]=1.[CH2:16]([O:23][C:24](=[O:30])[NH:25][CH2:26][CH2:27][C:28]#[CH:29])[C:17]1[CH:22]=[CH:21][CH:20]=[CH:19][CH:18]=1. The catalyst is C1COCC1.[Cu]I.Cl[Pd](Cl)([P](C1C=CC=CC=1)(C1C=CC=CC=1)C1C=CC=CC=1)[P](C1C=CC=CC=1)(C1C=CC=CC=1)C1C=CC=CC=1. The product is [CH2:16]([O:23][C:24](=[O:30])[NH:25][CH2:26][CH2:27][C:28]#[C:29][C:9]1[CH:14]=[CH:13][C:12]([I:15])=[CH:11][CH:10]=1)[C:17]1[CH:22]=[CH:21][CH:20]=[CH:19][CH:18]=1. The yield is 0.860. (5) The reactants are [CH3:1][NH:2][S:3]([CH2:6][CH2:7][C:8]1[CH:13]=[CH:12][C:11]([NH2:14])=[C:10]([C:15]2[CH2:20][CH2:19][CH2:18][CH2:17][CH:16]=2)[CH:9]=1)(=[O:5])=[O:4].C1CN([P+](Br)(N2CCCC2)N2CCCC2)CC1.F[P-](F)(F)(F)(F)F.[K+].[C:46]([C:48]1[N:49]=[C:50]([C:61]([O-])=[O:62])[N:51]([CH2:53][O:54][CH2:55][CH2:56][Si:57]([CH3:60])([CH3:59])[CH3:58])[CH:52]=1)#[N:47].CCN(C(C)C)C(C)C. The catalyst is C(Cl)Cl. The product is [C:15]1([C:10]2[CH:9]=[C:8]([CH2:7][CH2:6][S:3](=[O:4])(=[O:5])[NH:2][CH3:1])[CH:13]=[CH:12][C:11]=2[NH:14][C:61]([C:50]2[N:51]([CH2:53][O:54][CH2:55][CH2:56][Si:57]([CH3:60])([CH3:59])[CH3:58])[CH:52]=[C:48]([C:46]#[N:47])[N:49]=2)=[O:62])[CH2:20][CH2:19][CH2:18][CH2:17][CH:16]=1. The yield is 0.710. (6) The reactants are [C:1]12([NH:11][C:12](=[O:20])[NH:13][CH2:14][CH2:15][CH2:16][C:17]([OH:19])=[O:18])[CH2:10][CH:5]3[CH2:6][CH:7]([CH2:9][CH:3]([CH2:4]3)[CH2:2]1)[CH2:8]2.[CH2:21]([O:23][C:24](=[O:33])[C:25]1[CH:30]=[CH:29][C:28]([CH2:31]O)=[CH:27][CH:26]=1)[CH3:22].CCN=C=NCCCN(C)C. The catalyst is CN(C1C=CN=CC=1)C.C(Cl)Cl. The product is [CH2:21]([O:23][C:24](=[O:33])[C:25]1[CH:30]=[CH:29][C:28]([CH2:31][O:18][C:17](=[O:19])[CH2:16][CH2:15][CH2:14][NH:13][C:12]([NH:11][C:1]23[CH2:8][CH:7]4[CH2:9][CH:3]([CH2:4][CH:5]([CH2:6]4)[CH2:10]2)[CH2:2]3)=[O:20])=[CH:27][CH:26]=1)[CH3:22]. The yield is 0.750.